Dataset: Forward reaction prediction with 1.9M reactions from USPTO patents (1976-2016). Task: Predict the product of the given reaction. (1) Given the reactants [CH3:1][O:2][C:3]1[CH:4]=[C:5]([CH:19]([CH2:24][CH:25]([CH3:27])[CH3:26])[C:20]([O:22]C)=[O:21])[CH:6]=[C:7]([C:9]2[CH:14]=[CH:13][C:12]([C:15]([F:18])([F:17])[F:16])=[CH:11][CH:10]=2)[CH:8]=1.O.[OH-].[Li+], predict the reaction product. The product is: [CH3:1][O:2][C:3]1[CH:4]=[C:5]([CH:19]([CH2:24][CH:25]([CH3:27])[CH3:26])[C:20]([OH:22])=[O:21])[CH:6]=[C:7]([C:9]2[CH:14]=[CH:13][C:12]([C:15]([F:18])([F:17])[F:16])=[CH:11][CH:10]=2)[CH:8]=1. (2) Given the reactants [CH3:1][C@H:2]1[CH2:11][NH:10][C:9]2[C:4](=[CH:5][CH:6]=[C:7]([C:12]3[CH:13]=[N:14][N:15]([CH:17]4[CH2:20][O:19][CH2:18]4)[CH:16]=3)[CH:8]=2)[N:3]1[C:21](=[O:23])[CH3:22].[CH3:24][CH:25]([CH3:30])[CH2:26][C:27](Cl)=[O:28].N1C=CC=CC=1, predict the reaction product. The product is: [C:21]([N:3]1[C:4]2[C:9](=[CH:8][C:7]([C:12]3[CH:13]=[N:14][N:15]([CH:17]4[CH2:20][O:19][CH2:18]4)[CH:16]=3)=[CH:6][CH:5]=2)[N:10]([C:27](=[O:28])[CH2:26][CH:25]([CH3:30])[CH3:24])[CH2:11][C@@H:2]1[CH3:1])(=[O:23])[CH3:22]. (3) Given the reactants [F:1][C:2]1[CH:9]=[CH:8][C:5]([C:6]#[N:7])=[CH:4][C:3]=1[N+:10]([O-])=O.[Cl-].[NH4+], predict the reaction product. The product is: [NH2:10][C:3]1[CH:4]=[C:5]([CH:8]=[CH:9][C:2]=1[F:1])[C:6]#[N:7]. (4) Given the reactants C(OC(N1C[CH2:12][CH:11]([C:14]2(CS(N3CCC(OC4C=CC([Cl:38])=CN=4)CC3)(=O)=O)[C:18](=[O:19])[NH:17][C:16](=[O:20])[NH:15]2)CC1)=O)(C)(C)C.Cl.[Cl:40][C:41]1[CH:42]=[CH:43][C:44]([O:47][CH:48]2[CH2:53][CH2:52][N:51]([S:54](CC3(C4CCNCC4)NC(=O)NC3=O)(=[O:56])=[O:55])[CH2:50][CH2:49]2)=[N:45][CH:46]=1.CO, predict the reaction product. The product is: [ClH:38].[Cl:40][C:41]1[CH:42]=[CH:43][C:44]([O:47][CH:48]2[CH2:49][CH2:50][N:51]([S:54]([CH2:12][CH2:11][C:14]3([N:45]4[CH2:46][CH2:41][CH2:42][CH2:43][CH2:44]4)[NH:15][C:16](=[O:20])[NH:17][C:18]3=[O:19])(=[O:55])=[O:56])[CH2:52][CH2:53]2)=[N:45][CH:46]=1. (5) Given the reactants [Si:1]([O:8][CH2:9][CH:10]([OH:23])[CH2:11][C:12]1[C:13]([CH3:22])=[C:14]2[C:18](=[CH:19][CH:20]=1)[C:17](=[O:21])[O:16][CH2:15]2)([C:4]([CH3:7])([CH3:6])[CH3:5])([CH3:3])[CH3:2].CC(OI1(OC(C)=O)(OC(C)=O)OC(=O)C2C=CC=CC1=2)=O, predict the reaction product. The product is: [Si:1]([O:8][CH2:9][C:10](=[O:23])[CH2:11][C:12]1[C:13]([CH3:22])=[C:14]2[C:18](=[CH:19][CH:20]=1)[C:17](=[O:21])[O:16][CH2:15]2)([C:4]([CH3:5])([CH3:7])[CH3:6])([CH3:3])[CH3:2].